Dataset: Experimentally validated miRNA-target interactions with 360,000+ pairs, plus equal number of negative samples. Task: Binary Classification. Given a miRNA mature sequence and a target amino acid sequence, predict their likelihood of interaction. (1) The miRNA is hsa-miR-638 with sequence AGGGAUCGCGGGCGGGUGGCGGCCU. The protein sequence of the target gene is MAEPSAPESKHKSSLNSSPWSGLMALGNSRHGHHGPGAQCAHKAAGGAAPPKPAPAGLSGGLSQPAGWQSLLSFTILFLAWLAGFSSRLFAVIRFESIIHEFDPWFNYRSTHHLASHGFYEFLNWFDERAWYPLGRIVGGTVYPGLMITAGLIHWILNTLNITVHIRDVCVFLAPTFSGLTSISTFLLTRELWNQGAGLLAACFIAIVPGYISRSVAGSFDNEGIAIFALQFTYYLWVKSVKTGSVFWTMCCCLSYFYMVSAWGGYVFIINLIPLHVFVLLLMQRYSKRVYIAYSTFYIV.... Result: 0 (no interaction). (2) The miRNA is hsa-miR-4443 with sequence UUGGAGGCGUGGGUUUU. The protein sequence of the target gene is MPRQLSAAAALFASLAVILHDGSQMRAKAFPETRDYSQPTAAATVQDIKKPVQQPAKQAPHQTLAARFMDGHITFQTAATVKIPTTTPATTKNTATTSPITYTLVTTQATPNNSHTAPPVTEVTVGPSLAPYSLPPTITPPAHTTGTSSSTVSHTTGNTTQPSNQTTLPATLSIALHKSTTGQKPVQPTHAPGTTAAAHNTTRTAAPASTVPGPTLAPQPSSVKTGIYQVLNGSRLCIKAEMGIQLIVQDKESVFSPRRYFNIDPNATQASGNCGTRKSNLLLNFQGGFVNLTFTKDEES.... Result: 0 (no interaction). (3) The miRNA is hsa-miR-7112-5p with sequence ACGGGCAGGGCAGUGCACCCUG. The protein sequence of the target gene is MACGATLKRTLDFDPLLSPASPKRRRCAPLSAPASAAASPAAATAAAAASAAAASPQKYLRMEPSPFGDVSSRLTTEQILYNIKQEYKRMQKRRHLEASFQQADPGCTSDSQPHAFLISGPASPGTSSATSSPLKKEQPLFTLRQVGMICERLLKEREEKVREEYEEILNTKLAEQYDAFVKFTHDQIMRRYGEQPASYVS. Result: 0 (no interaction). (4) The miRNA is hsa-miR-582-5p with sequence UUACAGUUGUUCAACCAGUUACU. The protein sequence of the target gene is MPAALVENSQVICEVWASNLEEEMRKIREIVLSYSYIAMDTEFPGVVVRPIGEFRSSIDYQYQLLRCNVDLLKIIQLGLTFTNEKGEYPSGINTWQFNFKFNLTEDMYSQDSIDLLANSGLQFQKHEEEGIDTLHFAELLMTSGVVLCDNVKWLSFHSGYDFGYMVKLLTDSRLPEEEHEFFHILNLFFPSIYDVKYLMKSCKNLKGGLQEVADQLDLQRIGRQHQAGSDSLLTGMAFFRMKELFFEDSIDDAKYCGRLYGLGTGVAQKQNEDVDSAQEKMSILAIINNMQQ. Result: 0 (no interaction). (5) The miRNA is hsa-miR-335-3p with sequence UUUUUCAUUAUUGCUCCUGACC. The protein sequence of the target gene is MRCCHICKLPGRVMGIRVLRLSLVVILVLLLVAGALTALLPSVKEDKMLMLRREIKSQGKSTMDSFTLIMQTYNRTDLLLKLLNHYQAVPNLHKVIVVWNNIGEKAPDELWNSLGPHPIPVIFKQQTANRMRNRLQVFPELETNAVLMVDDDTLISTPDLVFAFSVWQQFPDQIVGFVPRKHVSTSSGIYSYGSFEMQAPGSGNGDQYSMVLIGASFFNSKYLELFQRQPAAVHALIDDTQNCDDIAMNFIIAKHIGKTSGIFVKPVNMDNLEKETNSGYSGMWHRAEHALQRSYCINKL.... Result: 0 (no interaction). (6) The protein sequence of the target gene is MMAKSALRENGTNSETFRQRFRRFHYQEVAGPREAFSQLWELCCRWLRPEVRTKEQIVELLVLEQFLTVLPGEIQNWVQEQCPENGEEAVTLVEDLEREPGRPRSSVTVSVKGQEVRLEKMTPPKSSQELLSVRQESVEPQPRGVPKKERARSPDLGPQEQMNPKEKLKPFQRSGLPFPKSGVVSRLEQGEPWIPDLLGSKEKELPSGSHIGDRRVHADLLPSKKDRRSWVEQDHWSFEDEKVAGVHWGYEETRTLLAILSQTEFYEALRNCHRNSQVYGAVAERLREYGFLRTLEQCRT.... Result: 0 (no interaction). The miRNA is mmu-miR-204-5p with sequence UUCCCUUUGUCAUCCUAUGCCU. (7) The miRNA is mmu-miR-582-3p with sequence UAACCUGUUGAACAACUGAAC. The protein sequence of the target gene is MARWIPTKRQKYGVAIYNYNASQDVELSLQIGDTVHILEMYEGWYRGYTLQNKSKKGIFPETYIHLKEATVEDLGQHETVIPGELPLVQELTSTLREWAVIWRKLYVNNKLTLFRQLQQMTYSLIEWRSQILSGTLPKDELAELKKKVTAKIDHGNRMLGLDLVVRDDNGNILDPDETSTIALFKAHEVASKRIEEKIQEEKSILQNLDLRGQSIFSTIHTYGLYVNFKNFVCNIGEDAELFMALYDPDQSTFISENYLIRWGSNGMPKEIEKLNNLQAVFTDLSSMDLIRPRVSLVCQI.... Result: 0 (no interaction). (8) The protein sequence of the target gene is MAGAGSAAVSGAGTPVAGPTGRDLFAEGLLEFLRPAVQQLDSHVHAVRESQVELREQIDNLATELCRINEDQKVALDLDPYVKKLLNARRRVVLVNNILQNAQERLRRLNHSVAKETARRRAMLDSGIYPPGSPGK. Result: 1 (interaction). The miRNA is hsa-miR-4796-3p with sequence UAAAGUGGCAGAGUAUAGACAC.